Dataset: NCI-60 drug combinations with 297,098 pairs across 59 cell lines. Task: Regression. Given two drug SMILES strings and cell line genomic features, predict the synergy score measuring deviation from expected non-interaction effect. Drug 1: CCC(=C(C1=CC=CC=C1)C2=CC=C(C=C2)OCCN(C)C)C3=CC=CC=C3.C(C(=O)O)C(CC(=O)O)(C(=O)O)O. Drug 2: N.N.Cl[Pt+2]Cl. Cell line: HT29. Synergy scores: CSS=20.8, Synergy_ZIP=-7.77, Synergy_Bliss=-0.765, Synergy_Loewe=-0.635, Synergy_HSA=0.162.